From a dataset of Forward reaction prediction with 1.9M reactions from USPTO patents (1976-2016). Predict the product of the given reaction. (1) Given the reactants [CH2:1]([O:8][C:9]1[CH:18]=[C:17]2[C:12]([CH2:13][CH2:14][NH:15][CH:16]2/[CH:19]=[CH:20]/[C:21]2[CH:26]=[CH:25][C:24]([O:27][CH2:28][C:29]3[CH:34]=[CH:33][CH:32]=[CH:31][CH:30]=3)=[C:23]([O:35][CH3:36])[CH:22]=2)=[CH:11][C:10]=1[O:37][CH3:38])[C:2]1[CH:7]=[CH:6][CH:5]=[CH:4][CH:3]=1.I[CH2:40][CH2:41][CH2:42][CH3:43], predict the reaction product. The product is: [CH2:1]([O:8][C:9]1[CH:18]=[C:17]2[C:12]([CH2:13][CH2:14][N:15]([CH2:40][CH2:41][CH2:42][CH3:43])[CH:16]2/[CH:19]=[CH:20]/[C:21]2[CH:26]=[CH:25][C:24]([O:27][CH2:28][C:29]3[CH:30]=[CH:31][CH:32]=[CH:33][CH:34]=3)=[C:23]([O:35][CH3:36])[CH:22]=2)=[CH:11][C:10]=1[O:37][CH3:38])[C:2]1[CH:7]=[CH:6][CH:5]=[CH:4][CH:3]=1. (2) Given the reactants [C:1]([NH:9][C:10]1[S:11][CH2:12][C@@H:13]2[CH2:19][C@H:18](C(O)=O)[O:17][CH2:16][C@:14]2([C:23]2[CH:28]=[CH:27][C:26]([F:29])=[CH:25][C:24]=2[F:30])[N:15]=1)(=[O:8])[C:2]1[CH:7]=[CH:6][CH:5]=[CH:4][CH:3]=1.[C:31]([O-:34])(=[O:33])[CH3:32].[Pb+4].[C:31]([O-:34])(=[O:33])[CH3:32].[C:31]([O-:34])(=[O:33])[CH3:32].[C:31]([O-:34])(=[O:33])[CH3:32], predict the reaction product. The product is: [C:31]([O:34][C@@H:18]1[O:17][CH2:16][C@:14]2([C:23]3[CH:28]=[CH:27][C:26]([F:29])=[CH:25][C:24]=3[F:30])[N:15]=[C:10]([NH:9][C:1](=[O:8])[C:2]3[CH:3]=[CH:4][CH:5]=[CH:6][CH:7]=3)[S:11][CH2:12][C@@H:13]2[CH2:19]1)(=[O:33])[CH3:32]. (3) Given the reactants Cl.[CH2:2]1[C:7]2([CH2:12][CH2:11][CH2:10][NH:9][CH2:8]2)[CH2:6][CH2:5][CH2:4][N:3]1[CH2:13][C@@H:14]([C:16]1[CH:25]=[CH:24][C:19]2[C:20](=[O:23])[O:21][CH2:22][C:18]=2[C:17]=1[CH3:26])[OH:15].[N:27]1([C:32]2[CH:40]=[CH:39][C:35]([C:36](O)=[O:37])=[CH:34][N:33]=2)[CH:31]=[N:30][N:29]=[N:28]1, predict the reaction product. The product is: [N:27]1([C:32]2[CH:40]=[CH:39][C:35]([C:36]([N:9]3[CH2:10][CH2:11][CH2:12][C:7]4([CH2:2][N:3]([CH2:13][C@@H:14]([C:16]5[C:17]([CH3:26])=[C:18]6[C:19](=[CH:24][CH:25]=5)[C:20](=[O:23])[O:21][CH2:22]6)[OH:15])[CH2:4][CH2:5][CH2:6]4)[CH2:8]3)=[O:37])=[CH:34][N:33]=2)[CH:31]=[N:30][N:29]=[N:28]1. (4) Given the reactants [N:1]1[CH:6]=[CH:5][CH:4]=[CH:3][C:2]=1[C:7]1[N:12]=[C:11]2[S:13][CH:14]=[CH:15][C:10]2=[CH:9][C:8]=1[CH:16]([N:18]1C(=O)C2C(=CC=CC=2)C1=O)[CH3:17].O.NN, predict the reaction product. The product is: [N:1]1[CH:6]=[CH:5][CH:4]=[CH:3][C:2]=1[C:7]1[N:12]=[C:11]2[S:13][CH:14]=[CH:15][C:10]2=[CH:9][C:8]=1[CH:16]([NH2:18])[CH3:17]. (5) Given the reactants [C:1](=[O:23])([O:21][CH3:22])[O:2][C:3]1[CH:8]=[C:7]([NH2:9])[C:6]([C:10]#[C:11][CH2:12][N:13]([CH3:15])[CH3:14])=[CH:5][C:4]=1[CH:16]1[CH2:20][CH2:19][CH2:18][CH2:17]1.C(P1(=O)OP(CCC)(=O)OP(CCC)(=O)O1)CC.[F:42][C:43]([F:59])([F:58])[O:44][C:45]1[CH:46]=[CH:47][C:48]2[O:53][CH:52]([C:54](O)=[O:55])[CH2:51][NH:50][C:49]=2[CH:57]=1, predict the reaction product. The product is: [C:1](=[O:23])([O:21][CH3:22])[O:2][C:3]1[CH:8]=[C:7]([NH:9][C:54]([CH:52]2[O:53][C:48]3[CH:47]=[CH:46][C:45]([O:44][C:43]([F:59])([F:42])[F:58])=[CH:57][C:49]=3[NH:50][CH2:51]2)=[O:55])[C:6]([C:10]#[C:11][CH2:12][N:13]([CH3:15])[CH3:14])=[CH:5][C:4]=1[CH:16]1[CH2:17][CH2:18][CH2:19][CH2:20]1. (6) Given the reactants C[O:2][C:3]1[N:8]=[CH:7][C:6]([C:9]2[NH:10][C:11]([CH:14]3[CH2:19][CH2:18][N:17]([CH2:20][C:21]4[CH:26]=[CH:25][C:24]([C:27]5[C:36]([C:37]6[CH:42]=[CH:41][CH:40]=[CH:39][CH:38]=6)=[CH:35][C:34]6[C:33](=[O:43])[NH:32][CH:31]=[CH:30][C:29]=6[N:28]=5)=[CH:23][CH:22]=4)[CH2:16][CH2:15]3)=[N:12][N:13]=2)=[CH:5][CH:4]=1, predict the reaction product. The product is: [OH:2][C:3]1[N:8]=[CH:7][C:6]([C:9]2[NH:10][C:11]([CH:14]3[CH2:15][CH2:16][N:17]([CH2:20][C:21]4[CH:22]=[CH:23][C:24]([C:27]5[C:36]([C:37]6[CH:38]=[CH:39][CH:40]=[CH:41][CH:42]=6)=[CH:35][C:34]6[C:33](=[O:43])[NH:32][CH:31]=[CH:30][C:29]=6[N:28]=5)=[CH:25][CH:26]=4)[CH2:18][CH2:19]3)=[N:12][N:13]=2)=[CH:5][CH:4]=1. (7) The product is: [Cl:15][C:7]1[CH:6]=[C:5]([N:2]([CH3:3])[CH3:1])[C:10]([C:11]([O:13][CH3:14])=[O:12])=[CH:9][N:8]=1. Given the reactants [CH3:1][NH:2][CH3:3].Cl[C:5]1[C:10]([C:11]([O:13][CH3:14])=[O:12])=[CH:9][N:8]=[C:7]([Cl:15])[CH:6]=1, predict the reaction product. (8) Given the reactants [Si:1]([O:8][C:9]1[CH:10]=[CH:11][C:12]2[CH:18]([CH2:19][CH2:20][O:21][Si](C(C)(C)C)(C)C)[CH:17]([C:29]3[CH:34]=[CH:33][C:32]([O:35][Si:36]([C:39]([CH3:42])([CH3:41])[CH3:40])([CH3:38])[CH3:37])=[CH:31][CH:30]=3)[CH2:16][CH2:15][CH2:14][C:13]=2[CH:43]=1)([C:4]([CH3:7])([CH3:6])[CH3:5])([CH3:3])[CH3:2].C(#N)C.O.O.O.O.O.O.O.[Cl-].[Cl-].[Cl-].[Ce+3], predict the reaction product. The product is: [Si:1]([O:8][C:9]1[CH:10]=[CH:11][C:12]2[CH:18]([CH2:19][CH2:20][OH:21])[CH:17]([C:29]3[CH:30]=[CH:31][C:32]([O:35][Si:36]([C:39]([CH3:42])([CH3:41])[CH3:40])([CH3:37])[CH3:38])=[CH:33][CH:34]=3)[CH2:16][CH2:15][CH2:14][C:13]=2[CH:43]=1)([C:4]([CH3:6])([CH3:5])[CH3:7])([CH3:3])[CH3:2].